Dataset: Catalyst prediction with 721,799 reactions and 888 catalyst types from USPTO. Task: Predict which catalyst facilitates the given reaction. (1) Reactant: C1CCCCC1.[C:7]([O:11][C:12]([N:14]1[C:22]2[C:17](=[C:18]([C:23]#[C:24][Si](C)(C)C)[CH:19]=[CH:20][CH:21]=2)[CH:16]=[C:15]1[CH3:29])=[O:13])([CH3:10])([CH3:9])[CH3:8].[OH-:30].[Na+].[OH:32]O. Product: [C:7]([O:11][C:12]([N:14]1[C:22]2[CH:21]=[CH:20][CH:19]=[C:18]([CH2:23][C:24]([OH:32])=[O:30])[C:17]=2[CH:16]=[C:15]1[CH3:29])=[O:13])([CH3:10])([CH3:9])[CH3:8]. The catalyst class is: 7. (2) Reactant: FC(F)(F)S(O[C:7]1[CH:16]=[CH:15][C:14]2[C:9](=[CH:10][C:11]([O:17][CH3:18])=[CH:12][CH:13]=2)[CH:8]=1)(=O)=O.[CH3:21][N:22](C=O)C. Product: [CH3:18][O:17][C:11]1[CH:10]=[C:9]2[C:14]([CH:15]=[CH:16][C:7]([C:21]#[N:22])=[CH:8]2)=[CH:13][CH:12]=1. The catalyst class is: 267. (3) Reactant: [Br:1][C:2]1[CH:7]=[CH:6][CH:5]=[CH:4][C:3]=1[C:8]1([CH2:13][N:14]2[C:22]3[C:17](=[N:18][C:19]([O:23][CH3:24])=[CH:20][CH:21]=3)[CH:16]=[CH:15]2)OCC[O:9]1. Product: [Br:1][C:2]1[CH:7]=[CH:6][CH:5]=[CH:4][C:3]=1[C:8](=[O:9])[CH2:13][N:14]1[C:22]2[C:17](=[N:18][C:19]([O:23][CH3:24])=[CH:20][CH:21]=2)[CH:16]=[CH:15]1. The catalyst class is: 240. (4) Reactant: [Cl:1][C:2]1[CH:3]=[C:4]2[C:8](=[CH:9][CH:10]=1)[N:7]([C:11]1[N:15]([CH3:16])[N:14]=[C:13]([CH3:17])[C:12]=1/[CH:18]=[CH:19]/[C:20]([NH:22][S:23]([N:26]1[CH2:31][CH2:30][C:29](=[O:32])[CH2:28][CH2:27]1)(=[O:25])=[O:24])=[O:21])[CH:6]=[CH:5]2.O1CCCC1.CO.[BH4-].[Na+]. Product: [Cl:1][C:2]1[CH:3]=[C:4]2[C:8](=[CH:9][CH:10]=1)[N:7]([C:11]1[N:15]([CH3:16])[N:14]=[C:13]([CH3:17])[C:12]=1/[CH:18]=[CH:19]/[C:20]([NH:22][S:23]([N:26]1[CH2:27][CH2:28][CH:29]([OH:32])[CH2:30][CH2:31]1)(=[O:25])=[O:24])=[O:21])[CH:6]=[CH:5]2. The catalyst class is: 6. (5) Reactant: [OH:1][CH2:2][CH2:3][CH2:4][CH2:5][CH2:6][CH2:7][CH2:8][CH2:9][CH2:10][CH2:11][CH2:12][CH2:13][CH:14]([C:20]([O:22][CH2:23][CH3:24])=[O:21])[C:15]([O:17][CH2:18][CH3:19])=[O:16].C1C=C[NH+]=CC=1.[O-][Cr](Cl)(=O)=O. Product: [O:1]=[CH:2][CH2:3][CH2:4][CH2:5][CH2:6][CH2:7][CH2:8][CH2:9][CH2:10][CH2:11][CH2:12][CH2:13][CH:14]([C:15]([O:17][CH2:18][CH3:19])=[O:16])[C:20]([O:22][CH2:23][CH3:24])=[O:21]. The catalyst class is: 2. (6) The catalyst class is: 8. Reactant: O=C1C2C(=CC=CC=2)C(=O)[N:3]1[CH:12]([CH2:22][NH:23][C:24](=[O:30])[O:25][C:26]([CH3:29])([CH3:28])[CH3:27])[CH2:13][NH:14][C:15](=[O:21])[O:16][C:17]([CH3:20])([CH3:19])[CH3:18].O.NN. Product: [NH2:3][CH:12]([CH2:22][NH:23][C:24](=[O:30])[O:25][C:26]([CH3:29])([CH3:28])[CH3:27])[CH2:13][NH:14][C:15](=[O:21])[O:16][C:17]([CH3:20])([CH3:19])[CH3:18]. (7) Reactant: [CH3:1][O:2][C:3]1[CH:4]=[C:5]2[C:13](=[CH:14][CH:15]=1)[NH:12][C:11]1[C:10]3[CH:16]=[CH:17][CH:18]=[CH:19][C:9]=3S[CH2:7][C:6]2=1.O[O:21][S:22]([O-:24])=O.[K+].[CH3:26]O. Product: [CH3:1][O:2][C:3]1[CH:4]=[C:5]2[C:13](=[CH:14][CH:15]=1)[N:12]([CH3:26])[C:11]1[C:10]3[CH:16]=[CH:17][CH:18]=[CH:19][C:9]=3[S:22](=[O:24])(=[O:21])[CH2:7][C:6]2=1. The catalyst class is: 6. (8) Reactant: [NH2:1][C:2]1[C:3]2[N:4]([C:8]([C@H:12]3[CH2:17][CH2:16][C@H:15]([CH2:18][NH:19][C:20](=[O:29])[O:21][CH2:22][C:23]4[CH:28]=[CH:27][CH:26]=[CH:25][CH:24]=4)[CH2:14][CH2:13]3)=[N:9][C:10]=2I)[CH:5]=[CH:6][N:7]=1.C(OC([N:37]1[C:45]2[C:40](=[CH:41][CH:42]=[CH:43][CH:44]=2)[CH:39]=[C:38]1B(O)O)=O)(C)(C)C.O.C(=O)([O-])[O-].[Cs+].[Cs+]. Product: [NH3:1].[CH2:22]([O:21][C:20](=[O:29])[NH:19][CH2:18][C@H:15]1[CH2:16][CH2:17][C@H:12]([C:8]2[N:4]3[CH:5]=[CH:6][N:7]=[C:2]([NH2:1])[C:3]3=[C:10]([C:38]3[NH:37][C:45]4[C:40]([CH:39]=3)=[CH:41][CH:42]=[CH:43][CH:44]=4)[N:9]=2)[CH2:13][CH2:14]1)[C:23]1[CH:28]=[CH:27][CH:26]=[CH:25][CH:24]=1. The catalyst class is: 57. (9) Reactant: C(O)(C(F)(F)F)=O.[OH:8][CH2:9][CH2:10][CH2:11][C:12]1[C:20]2[C:15](=[CH:16][CH:17]=[CH:18][C:19]=2[NH:21][C:22]2[C:30]3[C:25](=[CH:26][N:27]=[CH:28][CH:29]=3)[O:24][C:23]=2[C:31]2[N:36]=[CH:35][CH:34]=[CH:33][N:32]=2)[N:14](C(OC(C)(C)C)=O)[N:13]=1. Product: [N:32]1[CH:33]=[CH:34][CH:35]=[N:36][C:31]=1[C:23]1[O:24][C:25]2=[CH:26][N:27]=[CH:28][CH:29]=[C:30]2[C:22]=1[NH:21][C:19]1[CH:18]=[CH:17][CH:16]=[C:15]2[C:20]=1[C:12]([CH2:11][CH2:10][CH2:9][OH:8])=[N:13][NH:14]2. The catalyst class is: 4. (10) Reactant: [Cl:1][C:2]1[CH:7]=[CH:6][C:5]([C:8]2[CH:13]=[CH:12][C:11]([OH:14])=[CH:10][CH:9]=2)=[CH:4][C:3]=1[C:15]([F:18])([F:17])[F:16].S(=O)(=O)(O)O.[I:24]N1C(=O)CCC1=O. The catalyst class is: 15. Product: [Cl:1][C:2]1[CH:7]=[CH:6][C:5]([C:8]2[CH:9]=[CH:10][C:11]([OH:14])=[C:12]([I:24])[CH:13]=2)=[CH:4][C:3]=1[C:15]([F:16])([F:17])[F:18].